Dataset: Catalyst prediction with 721,799 reactions and 888 catalyst types from USPTO. Task: Predict which catalyst facilitates the given reaction. (1) Reactant: I[C:2]1[CH:3]=[C:4]([CH3:8])[CH:5]=C[CH:7]=1.C([Mg]Cl)(C)C.[O:14]=[C:15]1[C:19]2([CH2:24][CH2:23][N:22]([C:25]3([C:31]#N)[CH2:30][CH2:29][CH2:28][CH2:27][CH2:26]3)[CH2:21][CH2:20]2)[CH:18]([C:33]2[CH:38]=[CH:37][CH:36]=[CH:35][CH:34]=2)[CH2:17][NH:16]1. Product: [C:33]1([CH:18]2[C:19]3([CH2:24][CH2:23][N:22]([C:25]4([C:31]5[CH:5]=[C:4]([CH3:8])[CH:3]=[CH:2][CH:7]=5)[CH2:26][CH2:27][CH2:28][CH2:29][CH2:30]4)[CH2:21][CH2:20]3)[C:15](=[O:14])[NH:16][CH2:17]2)[CH:34]=[CH:35][CH:36]=[CH:37][CH:38]=1. The catalyst class is: 1. (2) Reactant: [NH:1]1[CH2:4][CH:3]([OH:5])[CH2:2]1.[CH:6]([C:9]1[CH:16]=[CH:15][C:12]([CH:13]=O)=[CH:11][CH:10]=1)([CH3:8])[CH3:7].C(O[BH-](OC(=O)C)OC(=O)C)(=O)C.[Na+].Cl. Product: [CH:6]([C:9]1[CH:16]=[CH:15][C:12]([CH2:13][N:1]2[CH2:4][CH:3]([OH:5])[CH2:2]2)=[CH:11][CH:10]=1)([CH3:8])[CH3:7]. The catalyst class is: 212.